This data is from Catalyst prediction with 721,799 reactions and 888 catalyst types from USPTO. The task is: Predict which catalyst facilitates the given reaction. (1) Reactant: Br[C:2]1[S:3][CH:4]=[CH:5][N:6]=1.C([Li])CCC.[F:12][C:13]1[CH:20]=[CH:19][C:18]([F:21])=[CH:17][C:14]=1[CH:15]=[O:16]. Product: [F:12][C:13]1[CH:20]=[CH:19][C:18]([F:21])=[CH:17][C:14]=1[CH:15]([OH:16])[C:2]1[S:3][CH:4]=[CH:5][N:6]=1. The catalyst class is: 7. (2) Reactant: Cl.Cl.[NH2:3][C:4]1[CH:9]=[CH:8][C:7]([N:10]2[CH:14]=[CH:13][N:12]=[C:11]2[SH:15])=[CH:6][CH:5]=1.CI.[CH3:18]CN(CC)CC. Product: [NH2:3][C:4]1[CH:5]=[CH:6][C:7]([N:10]2[CH:14]=[CH:13][N:12]=[C:11]2[S:15][CH3:18])=[CH:8][CH:9]=1. The catalyst class is: 3. (3) Reactant: O[CH2:2][C:3]1[CH:8]=[CH:7][C:6]([CH2:9][CH2:10][NH:11][C:12](=[O:31])[CH2:13][CH:14]2[C:19](=[O:20])[NH:18][CH:17]=[CH:16][N:15]2[S:21]([C:24]2[CH:29]=[CH:28][C:27]([CH3:30])=[CH:26][CH:25]=2)(=[O:23])=[O:22])=[CH:5][CH:4]=1.O=S(Cl)[Cl:34]. Product: [Cl:34][CH2:2][C:3]1[CH:8]=[CH:7][C:6]([CH2:9][CH2:10][NH:11][C:12](=[O:31])[CH2:13][CH:14]2[C:19](=[O:20])[NH:18][CH:17]=[CH:16][N:15]2[S:21]([C:24]2[CH:29]=[CH:28][C:27]([CH3:30])=[CH:26][CH:25]=2)(=[O:23])=[O:22])=[CH:5][CH:4]=1. The catalyst class is: 12. (4) Reactant: F[C:2]1[CH:3]=[C:4]([CH:7]=[CH:8][CH:9]=1)[C:5]#[N:6].[CH2:10]([C:12]1[CH:17]=[CH:16][C:15]([OH:18])=[CH:14][CH:13]=1)[CH3:11].C(=O)([O-])[O-].[Cs+].[Cs+].Cl. Product: [CH2:10]([C:12]1[CH:17]=[CH:16][C:15]([O:18][C:2]2[CH:3]=[C:4]([CH:7]=[CH:8][CH:9]=2)[C:5]#[N:6])=[CH:14][CH:13]=1)[CH3:11]. The catalyst class is: 3. (5) Reactant: [NH2:1][C:2]1[CH:7]=[CH:6][C:5]([S:8]([CH2:20][CH2:21][OH:22])(=[N:10][S:11]([CH2:14][CH2:15][Si:16]([CH3:19])([CH3:18])[CH3:17])(=[O:13])=[O:12])=[O:9])=[CH:4][CH:3]=1.Cl.[Br:24][C:25]1[C:26]([O:32][C@H:33]([CH3:37])[C@H:34]([OH:36])[CH3:35])=[N:27][C:28](Cl)=[N:29][CH:30]=1. Product: [Br:24][C:25]1[C:26]([O:32][C@H:33]([CH3:37])[C@H:34]([OH:36])[CH3:35])=[N:27][C:28]([NH:1][C:2]2[CH:7]=[CH:6][C:5]([S:8]([CH2:20][CH2:21][OH:22])(=[N:10][S:11]([CH2:14][CH2:15][Si:16]([CH3:18])([CH3:17])[CH3:19])(=[O:12])=[O:13])=[O:9])=[CH:4][CH:3]=2)=[N:29][CH:30]=1. The catalyst class is: 880. (6) Reactant: [BH4-].[Li+].[CH2:3]([N:10]1[C@@H:15]2[C@:16]([F:29])([C:18]3[N:22]([CH2:23][O:24][CH2:25][CH2:26][O:27][CH3:28])[N:21]=[N:20][N:19]=3)[CH2:17][C@@:11]1([C:50]1[CH:55]=[CH:54][CH:53]=[CH:52][CH:51]=1)[C@H:12]([O:30][C@@H:31]([C:46](OC)=[O:47])[C:32]1[CH:37]=[C:36]([C:38]([F:41])([F:40])[F:39])[CH:35]=[C:34]([C:42]([F:45])([F:44])[F:43])[CH:33]=1)[CH2:13][CH2:14]2)[C:4]1[CH:9]=[CH:8][CH:7]=[CH:6][CH:5]=1. Product: [CH2:3]([N:10]1[C@@H:15]2[C@:16]([F:29])([C:18]3[N:22]([CH2:23][O:24][CH2:25][CH2:26][O:27][CH3:28])[N:21]=[N:20][N:19]=3)[CH2:17][C@@:11]1([C:50]1[CH:55]=[CH:54][CH:53]=[CH:52][CH:51]=1)[C@H:12]([O:30][C@H:31]([C:32]1[CH:33]=[C:34]([C:42]([F:43])([F:44])[F:45])[CH:35]=[C:36]([C:38]([F:40])([F:41])[F:39])[CH:37]=1)[CH2:46][OH:47])[CH2:13][CH2:14]2)[C:4]1[CH:9]=[CH:8][CH:7]=[CH:6][CH:5]=1. The catalyst class is: 27. (7) Reactant: Cl[C:2]1[N:7]=[C:6]([NH:8][CH2:9][C:10]2[CH:15]=[CH:14][C:13]([F:16])=[CH:12][C:11]=2[F:17])[CH:5]=[C:4]([Cl:18])[N:3]=1.[F:19][C:20]([F:31])([F:30])[C:21]1[CH:22]=[C:23](B(O)O)[CH:24]=[N:25][CH:26]=1.[F-].[Cs+]. Product: [Cl:18][C:4]1[N:3]=[C:2]([C:23]2[CH:24]=[N:25][CH:26]=[C:21]([C:20]([F:31])([F:30])[F:19])[CH:22]=2)[N:7]=[C:6]([NH:8][CH2:9][C:10]2[CH:15]=[CH:14][C:13]([F:16])=[CH:12][C:11]=2[F:17])[CH:5]=1. The catalyst class is: 38.